From a dataset of Peptide-MHC class II binding affinity with 134,281 pairs from IEDB. Regression. Given a peptide amino acid sequence and an MHC pseudo amino acid sequence, predict their binding affinity value. This is MHC class II binding data. The peptide sequence is PANDKFTVFEAAFNDAIKE. The MHC is DRB1_1001 with pseudo-sequence DRB1_1001. The binding affinity (normalized) is 0.856.